Predict which catalyst facilitates the given reaction. From a dataset of Catalyst prediction with 721,799 reactions and 888 catalyst types from USPTO. (1) Reactant: [F:1][C:2]1[CH:3]=[C:4]([C:8]2[NH:9][CH:10]=[CH:11][N:12]=2)[CH:5]=[CH:6][CH:7]=1.Cl[CH2:14][C:15]1[N:16]=[C:17]2[CH:22]=[CH:21][C:20]([Cl:23])=[CH:19][N:18]2[C:24]=1[CH2:25][CH2:26][CH3:27].CO.C(Cl)Cl. Product: [Cl:23][C:20]1[CH:21]=[CH:22][C:17]2[N:18]([C:24]([CH2:25][CH2:26][CH3:27])=[C:15]([CH2:14][N:12]3[CH:11]=[CH:10][N:9]=[C:8]3[C:4]3[CH:5]=[CH:6][CH:7]=[C:2]([F:1])[CH:3]=3)[N:16]=2)[CH:19]=1. The catalyst class is: 474. (2) The catalyst class is: 2. Product: [F:8][C:9]1[CH:43]=[C:42]([NH:44][C:45]([N:47]2[CH2:51][CH2:50][N:49]([C:52]3[CH:53]=[CH:54][CH:55]=[CH:56][CH:57]=3)[C:48]2=[S:58])=[O:46])[CH:41]=[CH:40][C:10]=1[O:11][C:12]1[CH:17]=[CH:16][N:15]=[C:14]2[CH:18]=[C:19]([C:21]3[CH:22]=[CH:23][C:24]([CH2:27][NH:28][CH2:36][CH2:37][O:38][CH3:39])=[CH:25][N:26]=3)[S:20][C:13]=12. Reactant: C(O)(C(F)(F)F)=O.[F:8][C:9]1[CH:43]=[C:42]([NH:44][C:45]([N:47]2[CH2:51][CH2:50][N:49]([C:52]3[CH:57]=[CH:56][CH:55]=[CH:54][CH:53]=3)[C:48]2=[S:58])=[O:46])[CH:41]=[CH:40][C:10]=1[O:11][C:12]1[CH:17]=[CH:16][N:15]=[C:14]2[CH:18]=[C:19]([C:21]3[N:26]=[CH:25][C:24]([CH2:27][N:28]([CH2:36][CH2:37][O:38][CH3:39])C(=O)OC(C)(C)C)=[CH:23][CH:22]=3)[S:20][C:13]=12.